Dataset: Forward reaction prediction with 1.9M reactions from USPTO patents (1976-2016). Task: Predict the product of the given reaction. (1) Given the reactants [Si]([O:8][CH2:9][CH:10]([OH:22])[CH:11]([C:14]1[CH:19]=[CH:18][C:17]([Cl:20])=[C:16]([Cl:21])[CH:15]=1)[C:12]#[N:13])(C(C)(C)C)(C)C.CO[C:25](OC)([CH3:27])[CH3:26].C1(C)C=CC(S(O)(=O)=O)=CC=1.C(=O)([O-])O.[Na+], predict the reaction product. The product is: [Cl:21][C:16]1[CH:15]=[C:14]([CH:11]([CH:10]2[CH2:9][O:8][C:25]([CH3:27])([CH3:26])[O:22]2)[C:12]#[N:13])[CH:19]=[CH:18][C:17]=1[Cl:20]. (2) The product is: [NH2:23][C:22]1[CH:24]=[C:25]([C:2]2[S:6][C:5]([C:7]3([OH:18])[CH2:12][CH2:11][CH:10]([C:13]([O:15][CH3:36])=[O:14])[C:9]([CH3:17])([CH3:16])[CH2:8]3)=[N:4][CH:3]=2)[CH:26]=[C:20]([CH3:19])[CH:21]=1. Given the reactants Br[C:2]1[S:6][C:5]([C:7]2([OH:18])[CH2:12][CH2:11][CH:10]([C:13]([O-:15])=[O:14])[C:9]([CH3:17])([CH3:16])[CH2:8]2)=[N:4][CH:3]=1.[CH3:19][C:20]1[CH:21]=[C:22]([CH:24]=[C:25](B2OC(C)(C)C(C)(C)O2)[CH:26]=1)[NH2:23].[C:36](=O)([O-])[O-].[Cs+].[Cs+].CC(C1C=C(C(C)C)C(C2C=CC=CC=2P(C2CCCCC2)C2CCCCC2)=C(C(C)C)C=1)C, predict the reaction product. (3) Given the reactants N[C:2]1[CH:3]=[CH:4][C:5]2[O:9][C:8]3[CH:10]=[C:11]([S:14]([NH:17][C@@H:18]([CH:26]([CH3:28])[CH3:27])[C:19]([O:21][C:22]([CH3:25])([CH3:24])[CH3:23])=[O:20])(=[O:16])=[O:15])[CH:12]=[CH:13][C:7]=3[C:6]=2[CH:29]=1.Cl.N([O-])=O.[Na+].[I-:35].[Na+], predict the reaction product. The product is: [I:35][C:2]1[CH:3]=[CH:4][C:5]2[O:9][C:8]3[CH:10]=[C:11]([S:14]([NH:17][C@@H:18]([CH:26]([CH3:28])[CH3:27])[C:19]([O:21][C:22]([CH3:25])([CH3:24])[CH3:23])=[O:20])(=[O:16])=[O:15])[CH:12]=[CH:13][C:7]=3[C:6]=2[CH:29]=1. (4) The product is: [CH3:23][C:3]1[CH:4]=[C:5]([CH:18]=[C:19]([N+:20]([O-:22])=[O:21])[C:2]=1[NH:1][C:26](=[O:27])[C:25]([F:36])([F:35])[F:24])[O:6][CH2:7][C:8]1[CH:17]=[CH:16][CH:15]=[CH:14][C:9]=1[C:10]([O:12][CH3:13])=[O:11]. Given the reactants [NH2:1][C:2]1[C:19]([N+:20]([O-:22])=[O:21])=[CH:18][C:5]([O:6][CH2:7][C:8]2[CH:17]=[CH:16][CH:15]=[CH:14][C:9]=2[C:10]([O:12][CH3:13])=[O:11])=[CH:4][C:3]=1[CH3:23].[F:24][C:25]([F:36])([F:35])[C:26](O[C:26](=[O:27])[C:25]([F:36])([F:35])[F:24])=[O:27], predict the reaction product. (5) Given the reactants [F:1][C:2]1[CH:7]=[CH:6][C:5]([CH2:8][C:9]#[N:10])=[CH:4][CH:3]=1.[O-]CC.[Na+].C[O:16][C:17]([C:19]1[CH:24]=[CH:23][N:22]=[C:21]([Cl:25])[CH:20]=1)=O, predict the reaction product. The product is: [Cl:25][C:21]1[CH:20]=[C:19]([C:17](=[O:16])[CH:8]([C:9]#[N:10])[C:5]2[CH:6]=[CH:7][C:2]([F:1])=[CH:3][CH:4]=2)[CH:24]=[CH:23][N:22]=1. (6) Given the reactants [C:1]([Si:5]([CH3:50])([CH3:49])[O:6][C:7]1[CH:8]=[CH:9][C:10]([C:14]2[CH2:15][O:16][C:17]3[C:22]([C:23]=2[C:24]([OH:40])([C:26]2[CH:31]=[CH:30][C:29]([O:32][CH2:33][CH2:34][N:35]4[CH2:39][CH2:38][CH2:37][CH2:36]4)=[CH:28][CH:27]=2)[CH3:25])=[CH:21][CH:20]=[C:19]([O:41][Si:42]([C:45]([CH3:48])([CH3:47])[CH3:46])([CH3:44])[CH3:43])[CH:18]=3)=[C:11](O)[CH:12]=1)([CH3:4])([CH3:3])[CH3:2].Cl, predict the reaction product. The product is: [C:45]([Si:42]([CH3:44])([CH3:43])[O:41][C:19]1[CH:20]=[CH:21][C:22]2[C:23]3[C:24]([C:26]4[CH:27]=[CH:28][C:29]([O:32][CH2:33][CH2:34][N:35]5[CH2:36][CH2:37][CH2:38][CH2:39]5)=[CH:30][CH:31]=4)([CH3:25])[O:40][C:9]4[CH:8]=[C:7]([O:6][Si:5]([C:1]([CH3:4])([CH3:2])[CH3:3])([CH3:49])[CH3:50])[CH:12]=[CH:11][C:10]=4[C:14]=3[CH2:15][O:16][C:17]=2[CH:18]=1)([CH3:46])([CH3:48])[CH3:47]. (7) Given the reactants [CH3:1][O:2][C:3]1[CH:4]=[C:5]([CH:19]=[CH:20][C:21]=1[O:22][CH3:23])[C:6]([C:8]1[N:12]([CH3:13])[C:11]([CH2:14][C:15]([O:17]C)=[O:16])=[CH:10][CH:9]=1)=[O:7], predict the reaction product. The product is: [CH3:1][O:2][C:3]1[CH:4]=[C:5]([CH:19]=[CH:20][C:21]=1[O:22][CH3:23])[C:6]([C:8]1[N:12]([CH3:13])[C:11]([CH2:14][C:15]([OH:17])=[O:16])=[CH:10][CH:9]=1)=[O:7].